The task is: Predict the product of the given reaction.. This data is from Forward reaction prediction with 1.9M reactions from USPTO patents (1976-2016). (1) Given the reactants [CH3:1][O:2][C:3]1[CH:4]=[C:5]([CH:9]=[CH:10][C:11]=1[O:12][CH3:13])[C:6]([OH:8])=O.CN(C(ON1N=NC2C=CC=NC1=2)=[N+](C)C)C.F[P-](F)(F)(F)(F)F.CN1CCOCC1.[CH3:45][O:46][C:47]1[C:48]2[N:61]=[C:60]([NH2:62])[S:59][C:49]=2[C:50]([N:53]2[CH2:58][CH2:57][O:56][CH2:55][CH2:54]2)=[N:51][CH:52]=1, predict the reaction product. The product is: [CH3:1][O:2][C:3]1[CH:4]=[C:5]([CH:9]=[CH:10][C:11]=1[O:12][CH3:13])[C:6]([NH:62][C:60]1[S:59][C:49]2[C:50]([N:53]3[CH2:58][CH2:57][O:56][CH2:55][CH2:54]3)=[N:51][CH:52]=[C:47]([O:46][CH3:45])[C:48]=2[N:61]=1)=[O:8]. (2) Given the reactants [O:1]=[C:2]1[C:11]2[C:6](=[CH:7][CH:8]=[CH:9][CH:10]=2)[O:5][CH2:4][C:3]1=[CH:12][C:13]1[CH:22]=[CH:21][C:16]([C:17]([O:19][CH3:20])=[O:18])=[CH:15][CH:14]=1.C1(S(NN)(=O)=O)C=CC=CC=1, predict the reaction product. The product is: [O:1]=[C:2]1[C:11]2[C:6](=[CH:7][CH:8]=[CH:9][CH:10]=2)[O:5][CH2:4][CH:3]1[CH2:12][C:13]1[CH:14]=[CH:15][C:16]([C:17]([O:19][CH3:20])=[O:18])=[CH:21][CH:22]=1.